Dataset: Forward reaction prediction with 1.9M reactions from USPTO patents (1976-2016). Task: Predict the product of the given reaction. (1) Given the reactants [Cl:1][C:2]1[N:3]=[C:4]([N:13]2[CH2:18][CH2:17][O:16][CH2:15][CH2:14]2)[C:5]2[S:10][C:9]([CH:11]=O)=[CH:8][C:6]=2[N:7]=1.[CH3:19][S:20]([N:23]1[CH2:28][CH2:27][NH:26][C:25]([CH3:30])([CH3:29])[CH2:24]1)(=[O:22])=[O:21], predict the reaction product. The product is: [Cl:1][C:2]1[N:3]=[C:4]([N:13]2[CH2:18][CH2:17][O:16][CH2:15][CH2:14]2)[C:5]2[S:10][C:9]([CH2:11][N:26]3[CH2:27][CH2:28][N:23]([S:20]([CH3:19])(=[O:22])=[O:21])[CH2:24][C:25]3([CH3:30])[CH3:29])=[CH:8][C:6]=2[N:7]=1. (2) Given the reactants C(OP(C#[N:10])(=O)OCC)C.[N:11]1[CH:16]=[CH:15][CH:14]=[C:13]([C:17]2[CH:22]=[CH:21][N:20]=[C:19]([NH:23][C:24]3[CH:25]=[C:26]([CH:30]=[CH:31][CH:32]=3)[C:27]([OH:29])=O)[N:18]=2)[CH:12]=1.[CH3:33][N:34]1[CH2:39][CH2:38][N:37]([CH2:40]C2C=CC(N)=CC=2)[CH2:36][CH2:35]1.C(N(CC)CC)C.C(=O)([O-])O.[Na+], predict the reaction product. The product is: [N:11]1[CH:16]=[CH:15][CH:14]=[C:13]([C:17]2[CH:22]=[CH:21][N:20]=[C:19]([NH:23][C:24]3[CH:25]=[C:26]([CH:30]=[CH:31][CH:32]=3)[C:27]([NH:10][CH2:40][N:37]3[CH2:36][CH2:35][N:34]([CH3:33])[CH2:39][CH2:38]3)=[O:29])[N:18]=2)[CH:12]=1. (3) Given the reactants [CH2:1]([C:3]1[C:8]([OH:9])=[C:7]([NH2:10])[CH:6]=[CH:5][CH:4]=1)[CH3:2].Cl[CH2:12][C:13](Cl)=[O:14].C([O-])([O-])=O.[K+].[K+], predict the reaction product. The product is: [CH2:1]([C:3]1[C:8]2[O:9][CH2:12][C:13](=[O:14])[NH:10][C:7]=2[CH:6]=[CH:5][CH:4]=1)[CH3:2].